From a dataset of Forward reaction prediction with 1.9M reactions from USPTO patents (1976-2016). Predict the product of the given reaction. (1) Given the reactants [F:1][C:2]1[CH:16]=[CH:15][C:5]2[CH2:6][C:7]3[CH:14]=[CH:13][CH:12]=[CH:11][C:8]=3[CH:9]=[CH:10][C:4]=2[CH:3]=1.Cl.Cl.CC([OH:22])C, predict the reaction product. The product is: [F:1][C:2]1[CH:16]=[CH:15][C:5]2[CH2:6][C:7]3[CH:14]=[CH:13][CH:12]=[CH:11][C:8]=3[CH:9]3[O:22][CH:10]3[C:4]=2[CH:3]=1. (2) The product is: [C:25]1([CH3:35])[CH:26]=[CH:27][C:28]([S:31]([OH:34])(=[O:32])=[O:33])=[CH:29][CH:30]=1.[Cl:1][C:2]1[CH:3]=[C:4]2[C:8](=[CH:9][CH:10]=1)[NH:7][C:6]([C:11]([NH:13][NH:14][C:15](=[O:24])[C:16]1[CH:21]=[CH:20][C:19]([F:22])=[CH:18][C:17]=1[NH2:23])=[O:12])=[CH:5]2. Given the reactants [Cl:1][C:2]1[CH:3]=[C:4]2[C:8](=[CH:9][CH:10]=1)[NH:7][C:6]([C:11]([NH:13][NH:14][C:15](=[O:24])[C:16]1[CH:21]=[CH:20][C:19]([F:22])=[CH:18][C:17]=1[NH2:23])=[O:12])=[CH:5]2.[C:25]1([CH3:35])[CH:30]=[CH:29][C:28]([S:31]([OH:34])(=[O:33])=[O:32])=[CH:27][CH:26]=1, predict the reaction product. (3) Given the reactants [F:1][C:2]1[CH:3]=[CH:4][C:5]2[N:6]([C:8](=[S:11])[NH:9][CH:10]=2)[CH:7]=1.[CH3:12][O-].[Na+].CI, predict the reaction product. The product is: [F:1][C:2]1[CH:3]=[CH:4][C:5]2[N:6]([C:8]([S:11][CH3:12])=[N:9][CH:10]=2)[CH:7]=1. (4) The product is: [CH3:62][C:49]1([CH3:63])[C@@H:50]([C:52]([O:1][C@H:2]2[CH2:19][CH2:18][C@@:17]3([CH3:20])[C@@H:4]([CH2:5][CH2:6][C@:7]4([CH3:37])[C@@H:16]3[CH2:15][CH2:14][C@H:13]3[C@@:8]4([CH3:36])[CH2:9][CH2:10][C@@:11]4([C:28]([N:30]5[CH2:35][CH2:34][O:33][CH2:32][CH2:31]5)=[O:29])[CH2:23][CH2:22][C@@H:21]([C:24]5([CH3:27])[CH2:26][CH2:25]5)[C@@H:12]43)[C:3]2([CH3:39])[CH3:38])=[O:53])[CH2:51][C@H:48]1[C:46]([O:45][CH2:43][C:42]1[CH:41]=[CH:67][CH:66]=[CH:65][CH:64]=1)=[O:47]. Given the reactants [OH:1][C@H:2]1[CH2:19][CH2:18][C@@:17]2([CH3:20])[C@@H:4]([CH2:5][CH2:6][C@:7]3([CH3:37])[C@@H:16]2[CH2:15][CH2:14][C@H:13]2[C@@:8]3([CH3:36])[CH2:9][CH2:10][C@@:11]3([C:28]([N:30]4[CH2:35][CH2:34][O:33][CH2:32][CH2:31]4)=[O:29])[CH2:23][CH2:22][C@@H:21]([C:24]4([CH3:27])[CH2:26][CH2:25]4)[C@@H:12]32)[C:3]1([CH3:39])[CH3:38].Cl[C:41]1[CH:67]=[C:66](Cl)[CH:65]=[C:64](Cl)[C:42]=1[C:43]([O:45][C:46]([C@H:48]1[CH2:51][C@@H:50]([C:52](OCC2C=CC=CC=2)=[O:53])[C:49]1([CH3:63])[CH3:62])=[O:47])=O, predict the reaction product. (5) Given the reactants CC1C=CC=C(C)C=1OCC1C(COC2C=C3C(=CC=2)N(CC2C=C(C=CC=2)C(O)=O)C=C3)=C(C(C)C)ON=1.[CH3:40][CH:41]([C:43]1[O:47][N:46]=[C:45]([CH2:48][S:49][C:50]2[S:51][CH:52]=[CH:53][N:54]=2)[C:44]=1[CH2:55][O:56][C:57]1[CH:58]=[C:59]2[C:63](=[CH:64][CH:65]=1)[N:62]([CH2:66][C:67]1[CH:68]=[C:69]([CH:74]=[CH:75][CH:76]=1)[C:70]([O:72]C)=[O:71])[CH:61]=[CH:60]2)[CH3:42].[OH-].[Na+].Cl, predict the reaction product. The product is: [CH3:42][CH:41]([C:43]1[O:47][N:46]=[C:45]([CH2:48][S:49][C:50]2[S:51][CH:52]=[CH:53][N:54]=2)[C:44]=1[CH2:55][O:56][C:57]1[CH:58]=[C:59]2[C:63](=[CH:64][CH:65]=1)[N:62]([CH2:66][C:67]1[CH:68]=[C:69]([CH:74]=[CH:75][CH:76]=1)[C:70]([OH:72])=[O:71])[CH:61]=[CH:60]2)[CH3:40]. (6) Given the reactants [F:1][C:2]([F:35])([F:34])[C:3]1[CH:4]=[C:5]([CH:27]=[C:28]([C:30]([F:33])([F:32])[F:31])[CH:29]=1)[C:6]([N:8]1[CH2:26][CH2:25][C:11]2([N:15]([C:16]3[CH:21]=[CH:20][CH:19]=[CH:18][C:17]=3[CH3:22])[CH:14]([CH3:23])[NH:13][C:12]2=[O:24])[CH2:10][CH2:9]1)=[O:7].[CH:36]1([CH2:39]Br)[CH2:38][CH2:37]1, predict the reaction product. The product is: [F:35][C:2]([F:1])([F:34])[C:3]1[CH:4]=[C:5]([CH:27]=[C:28]([C:30]([F:33])([F:32])[F:31])[CH:29]=1)[C:6]([N:8]1[CH2:9][CH2:10][C:11]2([N:15]([C:16]3[CH:21]=[CH:20][CH:19]=[CH:18][C:17]=3[CH3:22])[CH:14]([CH3:23])[N:13]([CH2:39][CH:36]3[CH2:38][CH2:37]3)[C:12]2=[O:24])[CH2:25][CH2:26]1)=[O:7]. (7) Given the reactants [CH:1](=O)[C:2]1[CH:7]=[CH:6][CH:5]=[CH:4][CH:3]=1.[CH2:9]([N+:16]#[C-:17])[C:10]1[CH:15]=[CH:14][CH:13]=[CH:12][CH:11]=1.[O-:18][C:19]#[N:20].[K+].[F:22][C:23]1[CH:29]=[C:28]([F:30])[CH:27]=[CH:26][C:24]=1[NH2:25].Cl.[NH+]1C=CC=CC=1, predict the reaction product. The product is: [CH2:9]([NH:16][C:17]1[CH:1]([C:2]2[CH:7]=[CH:6][CH:5]=[CH:4][CH:3]=2)[N:25]([C:24]2[CH:26]=[CH:27][C:28]([F:30])=[CH:29][C:23]=2[F:22])[C:19](=[O:18])[N:20]=1)[C:10]1[CH:15]=[CH:14][CH:13]=[CH:12][CH:11]=1. (8) Given the reactants BrCC(C1C=CC=CC=1OC)=[O:4].Br[CH2:14][C:15]([C:17]1[CH:22]=[CH:21][C:20]([O:23][CH3:24])=[CH:19][CH:18]=1)=[O:16], predict the reaction product. The product is: [CH3:24][O:23][C:20]1[CH:21]=[CH:22][C:17]([C:15](=[O:16])[CH2:14][OH:4])=[CH:18][CH:19]=1. (9) Given the reactants C[O:2][C:3](=O)[CH2:4][CH2:5][C:6]([CH3:19])([N:8]1[CH:12]=[C:11]([C:13]2[CH:14]=[N:15][CH:16]=[CH:17][CH:18]=2)[N:10]=[CH:9]1)[CH3:7].[BH4-].[Na+], predict the reaction product. The product is: [CH3:19][C:6]([N:8]1[CH:12]=[C:11]([C:13]2[CH:14]=[N:15][CH:16]=[CH:17][CH:18]=2)[N:10]=[CH:9]1)([CH3:7])[CH2:5][CH2:4][CH2:3][OH:2]. (10) Given the reactants [F:1][CH:2]([CH2:12][CH2:13][N:14]1[CH:19]=[CH:18][C:17]([NH:20][C:21](=[O:29])[CH2:22][C:23]2[CH:28]=[CH:27][CH:26]=[CH:25][CH:24]=2)=[CH:16][C:15]1=[O:30])[CH2:3][N:4]1[CH:8]=[C:7]([C:9]([OH:11])=O)[N:6]=[N:5]1.[F:31][C:32]1[CH:37]=[CH:36][C:35]([O:38][C:39]([F:42])([F:41])[F:40])=[CH:34][C:33]=1[CH2:43][NH2:44].CN(C(ON1N=NC2C=CC=NC1=2)=[N+](C)C)C.F[P-](F)(F)(F)(F)F.CCN(C(C)C)C(C)C, predict the reaction product. The product is: [F:1][CH:2]([CH2:12][CH2:13][N:14]1[CH:19]=[CH:18][C:17]([NH:20][C:21](=[O:29])[CH2:22][C:23]2[CH:28]=[CH:27][CH:26]=[CH:25][CH:24]=2)=[CH:16][C:15]1=[O:30])[CH2:3][N:4]1[CH:8]=[C:7]([C:9]([NH:44][CH2:43][C:33]2[CH:34]=[C:35]([O:38][C:39]([F:40])([F:41])[F:42])[CH:36]=[CH:37][C:32]=2[F:31])=[O:11])[N:6]=[N:5]1.